This data is from Forward reaction prediction with 1.9M reactions from USPTO patents (1976-2016). The task is: Predict the product of the given reaction. (1) The product is: [F:1][C:2]1[CH:7]=[CH:6][C:5]([C:8]2[CH2:9][CH2:10][C:11]3[N:12]([C:14]([S:17][C:18]4[CH:24]=[C:22]([NH2:23])[C:21]([NH2:25])=[CH:20][CH:19]=4)=[N:15][N:16]=3)[N:13]=2)=[CH:4][CH:3]=1. Given the reactants [F:1][C:2]1[CH:7]=[CH:6][C:5]([C:8]2[CH:9]=[CH:10][C:11]3[N:12]([C:14]([S:17][C:18]4[CH:19]=[CH:20][C:21]([N+:25]([O-])=O)=[C:22]([CH:24]=4)[NH2:23])=[N:15][N:16]=3)[N:13]=2)=[CH:4][CH:3]=1.O.N, predict the reaction product. (2) Given the reactants [C:1]([C:5]1[CH:6]=[CH:7][C:8]2[CH2:9][C:10]3[C:15]([C:16]=2[CH:17]=1)=[CH:14][C:13]([C:18]([CH3:21])([CH3:20])[CH3:19])=[CH:12][CH:11]=3)([CH3:4])([CH3:3])[CH3:2].[CH3:22]CCCCC.C([Li])CCC.[C:33]([C:37]1[CH:38]=[CH:39][C:40](=[C:42]([CH2:45]C)[CH2:43][CH3:44])[CH:41]=1)([CH3:36])([CH3:35])[CH3:34], predict the reaction product. The product is: [C:33]([C:37]1[CH:38]=[CH:39][CH:40]([CH:42]([CH:43]([C:11]2[C:10]3[CH2:9][C:8]4[C:16](=[CH:17][C:5]([C:1]([CH3:4])([CH3:3])[CH3:2])=[CH:6][CH:7]=4)[C:15]=3[CH:14]=[C:13]([C:18]([CH3:21])([CH3:20])[CH3:19])[CH:12]=2)[CH2:44][CH3:22])[CH3:45])[CH:41]=1)([CH3:34])([CH3:35])[CH3:36]. (3) Given the reactants [Cl:1][C:2]1[CH:3]=[C:4]([C:9](=[O:14])[C:10]([F:13])([F:12])[F:11])[CH:5]=[C:6]([Cl:8])[CH:7]=1.[BH4-].[Na+].[OH-].[Na+].[NH4+].[Cl-], predict the reaction product. The product is: [Cl:1][C:2]1[CH:3]=[C:4]([CH:9]([OH:14])[C:10]([F:11])([F:12])[F:13])[CH:5]=[C:6]([Cl:8])[CH:7]=1. (4) Given the reactants [C:1]([C:9]1[CH:14]=[CH:13][C:12]([C:15]2[N:20]=[CH:19][N:18]=[C:17]([NH:21][C@H:22]([C:30]([O:32]C)=[O:31])[CH2:23][C:24]3[CH:29]=[CH:28][CH:27]=[CH:26][CH:25]=3)[CH:16]=2)=[CH:11][CH:10]=1)(=[O:8])[C:2]1[CH:7]=[CH:6][CH:5]=[CH:4][CH:3]=1.[OH-].[Na+].Cl, predict the reaction product. The product is: [C:1]([C:9]1[CH:10]=[CH:11][C:12]([C:15]2[N:20]=[CH:19][N:18]=[C:17]([NH:21][C@H:22]([C:30]([OH:32])=[O:31])[CH2:23][C:24]3[CH:29]=[CH:28][CH:27]=[CH:26][CH:25]=3)[CH:16]=2)=[CH:13][CH:14]=1)(=[O:8])[C:2]1[CH:7]=[CH:6][CH:5]=[CH:4][CH:3]=1.